Dataset: Forward reaction prediction with 1.9M reactions from USPTO patents (1976-2016). Task: Predict the product of the given reaction. (1) The product is: [F:1][C@:2]1([CH3:18])[C@H:6]([OH:7])[C:5](=[CH2:8])[O:4][C@H:3]1[N:10]1[CH:15]=[CH:14][C:13](=[O:16])[NH:12][C:11]1=[O:17]. Given the reactants [F:1][C@:2]1([CH3:18])[C@H:6]([OH:7])[C@@H:5]([CH2:8]I)[O:4][C@H:3]1[N:10]1[CH:15]=[CH:14][C:13](=[O:16])[NH:12][C:11]1=[O:17].C[O-].[Na+], predict the reaction product. (2) Given the reactants [NH2:1][C:2]1[CH:7]=[CH:6][C:5]([C:8]([CH3:12])([CH3:11])[C:9]#[N:10])=[C:4]([C:13]2[CH:17]=[CH:16][S:15][CH:14]=2)[CH:3]=1.[CH3:18][O:19][C:20]1[CH:21]=[C:22]([CH:26]=[CH:27][C:28]=1[O:29][CH3:30])[C:23](Cl)=[O:24].C(N(CC)CC)C, predict the reaction product. The product is: [C:9]([C:8]([CH3:11])([CH3:12])[C:5]1[CH:6]=[CH:7][C:2]([NH:1][C:23](=[O:24])[C:22]2[CH:26]=[CH:27][C:28]([O:29][CH3:30])=[C:20]([O:19][CH3:18])[CH:21]=2)=[CH:3][C:4]=1[C:13]1[CH:17]=[CH:16][S:15][CH:14]=1)#[N:10].